This data is from Full USPTO retrosynthesis dataset with 1.9M reactions from patents (1976-2016). The task is: Predict the reactants needed to synthesize the given product. (1) Given the product [Cl:1][C:2]1[C:3]([CH2:8][NH:9][CH:12]=[O:13])=[N:4][CH:5]=[CH:6][CH:7]=1, predict the reactants needed to synthesize it. The reactants are: [Cl:1][C:2]1[C:3]([C:8]#[N:9])=[N:4][CH:5]=[CH:6][CH:7]=1.C1C[O:13][CH2:12]C1. (2) Given the product [CH2:11]([O:19][C:11](=[O:19])[C@H:10]([CH3:20])[CH2:9][C@H:8]([NH2:12])[CH2:7][C:4]1[CH:3]=[CH:2][C:1]([C:1]2[CH:6]=[CH:5][CH:4]=[CH:3][CH:2]=2)=[CH:6][CH:5]=1)[CH3:10], predict the reactants needed to synthesize it. The reactants are: [C:1]1(C2C=CC=CC=2)[CH:6]=[CH:5][C:4]([CH2:7][C@H:8]2[N:12](C(=O)C(C)(C)C)[C:11](=[O:19])[C@H:10]([CH3:20])[CH2:9]2)=[CH:3][CH:2]=1.Cl. (3) Given the product [Cl:40][C:39]1[CH:38]=[CH:37][CH:36]=[C:35]([Cl:41])[C:34]=1[CH2:33][C:6]1[C:5]2[N:42]=[CH:43][NH:44][C:4]=2[C:3]([C:1]#[N:2])=[C:8]([NH:9][C:10]2[CH:30]=[CH:29][C:13]([C:14]([N:16]3[CH2:21][CH2:20][NH:19][CH2:18][CH2:17]3)=[O:15])=[CH:12][C:11]=2[O:31][CH3:32])[N:7]=1, predict the reactants needed to synthesize it. The reactants are: [C:1]([C:3]1[C:4]2[N:44](COCC[Si](C)(C)C)[CH:43]=[N:42][C:5]=2[C:6]([CH2:33][C:34]2[C:39]([Cl:40])=[CH:38][CH:37]=[CH:36][C:35]=2[Cl:41])=[N:7][C:8]=1[NH:9][C:10]1[CH:30]=[CH:29][C:13]([C:14]([N:16]2[CH2:21][CH2:20][N:19](C(OC(C)(C)C)=O)[CH2:18][CH2:17]2)=[O:15])=[CH:12][C:11]=1[O:31][CH3:32])#[N:2].C(=O)(O)[O-].[Na+]. (4) Given the product [Br:5][C:6]1[CH:11]=[CH:10][C:9]([CH2:12][C:13]([Cl:3])=[O:15])=[CH:8][CH:7]=1, predict the reactants needed to synthesize it. The reactants are: O=S(Cl)[Cl:3].[Br:5][C:6]1[CH:11]=[CH:10][C:9]([CH2:12][C:13]([OH:15])=O)=[CH:8][CH:7]=1. (5) Given the product [ClH:15].[NH2:7][CH2:8][C:9]1[CH:14]=[CH:13][C:12]([Cl:15])=[CH:11][C:10]=1[CH2:16][NH:17][C:18](=[O:42])[CH2:19][C:20]1[C:21](=[O:41])[N:22]([NH:27][S:28]([C:31]2[C:40]3[C:35](=[CH:36][CH:37]=[CH:38][CH:39]=3)[CH:34]=[CH:33][CH:32]=2)(=[O:30])=[O:29])[CH2:23][CH2:24][C:25]=1[CH3:26], predict the reactants needed to synthesize it. The reactants are: C(OC(=O)[NH:7][CH2:8][C:9]1[CH:14]=[CH:13][C:12]([Cl:15])=[CH:11][C:10]=1[CH2:16][NH:17][C:18](=[O:42])[CH2:19][C:20]1[C:21](=[O:41])[N:22]([NH:27][S:28]([C:31]2[C:40]3[C:35](=[CH:36][CH:37]=[CH:38][CH:39]=3)[CH:34]=[CH:33][CH:32]=2)(=[O:30])=[O:29])[CH2:23][CH2:24][C:25]=1[CH3:26])(C)(C)C. (6) Given the product [NH2:35][S:32]([N:26]([C:10]1[CH:11]=[CH:12][C:13]([O:15][CH2:16][C:17](=[O:25])[O:18][CH2:19][CH2:20][Si:21]([CH3:24])([CH3:23])[CH3:22])=[CH:14][C:9]=1[O:8][CH2:1][C:2]1[CH:3]=[CH:4][CH:5]=[CH:6][CH:7]=1)[CH2:27][C:28]([OH:30])=[O:29])(=[O:33])=[O:34], predict the reactants needed to synthesize it. The reactants are: [CH2:1]([O:8][C:9]1[CH:14]=[C:13]([O:15][CH2:16][C:17](=[O:25])[O:18][CH2:19][CH2:20][Si:21]([CH3:24])([CH3:23])[CH3:22])[CH:12]=[CH:11][C:10]=1[N:26]([S:32]([NH:35]C(OC(C)(C)C)=O)(=[O:34])=[O:33])[CH2:27][C:28]([O:30]C)=[O:29])[C:2]1[CH:7]=[CH:6][CH:5]=[CH:4][CH:3]=1. (7) Given the product [C:35]([O:34][C:32]([NH:31][C:26]1[CH:27]=[CH:28][CH:29]=[CH:30][C:25]=1[NH:24][C:23](/[CH:22]=[CH:21]/[C:18]1[CH:17]=[CH:16][C:15]([CH:4]([N:5]2[CH2:9][CH2:8][CH:7]([N:10]([CH2:13][CH3:14])[CH2:11][CH3:12])[CH2:6]2)[C:3]([OH:40])=[O:2])=[CH:20][CH:19]=1)=[O:39])=[O:33])([CH3:36])([CH3:38])[CH3:37], predict the reactants needed to synthesize it. The reactants are: C[O:2][C:3](=[O:40])[CH:4]([C:15]1[CH:20]=[CH:19][C:18]([CH:21]=[CH:22][C:23](=[O:39])[NH:24][C:25]2[CH:30]=[CH:29][CH:28]=[CH:27][C:26]=2[NH:31][C:32]([O:34][C:35]([CH3:38])([CH3:37])[CH3:36])=[O:33])=[CH:17][CH:16]=1)[N:5]1[CH2:9][CH2:8][CH:7]([N:10]([CH2:13][CH3:14])[CH2:11][CH3:12])[CH2:6]1.[Li+].[OH-]. (8) Given the product [CH2:6]([O:5][C:3](=[O:4])[CH:2]([S:19][C:16]1[CH:17]=[CH:18][C:13]([O:12][CH3:11])=[CH:14][CH:15]=1)[CH:8]([CH3:10])[CH3:9])[CH3:7], predict the reactants needed to synthesize it. The reactants are: Br[CH:2]([CH:8]([CH3:10])[CH3:9])[C:3]([O:5][CH2:6][CH3:7])=[O:4].[CH3:11][O:12][C:13]1[CH:18]=[CH:17][C:16]([SH:19])=[CH:15][CH:14]=1. (9) Given the product [CH2:29]([NH:32][C:4]1[C:5]2[CH2:10][CH2:9][C:8]([C:12]3[CH:17]=[CH:16][C:15]([F:18])=[CH:14][CH:13]=3)([CH3:11])[C:6]=2[N:7]=[C:2]([Cl:1])[N:3]=1)[CH:30]=[CH2:31], predict the reactants needed to synthesize it. The reactants are: [Cl:1][C:2]1[N:3]=[C:4](Cl)[C:5]2[CH2:10][CH2:9][C:8]([C:12]3[CH:17]=[CH:16][C:15]([F:18])=[CH:14][CH:13]=3)([CH3:11])[C:6]=2[N:7]=1.CCN(C(C)C)C(C)C.[CH2:29]([NH2:32])[CH:30]=[CH2:31]. (10) The reactants are: [CH3:1][NH:2][C:3]1[CH:8]=[CH:7][N:6]=[CH:5][C:4]=1[NH2:9].[CH2:10]([O:12][CH:13]([O:18][CH2:19][CH3:20])C(=N)OC)[CH3:11].Cl.[CH3:22]O. Given the product [CH2:10]([O:12][CH:13]([O:18][CH2:19][CH3:20])[C:1]1[N:2]([CH3:22])[C:3]2[CH:8]=[CH:7][N:6]=[CH:5][C:4]=2[N:9]=1)[CH3:11], predict the reactants needed to synthesize it.